From a dataset of Full USPTO retrosynthesis dataset with 1.9M reactions from patents (1976-2016). Predict the reactants needed to synthesize the given product. (1) Given the product [CH2:38]([O:37][C:35](=[O:36])[O:15][C:6]1[C:7]2([CH2:12][CH2:11][N:10]([O:13][CH3:14])[CH2:9][CH2:8]2)[N:3]([N:2]([CH3:1])[CH3:26])[C:4](=[O:25])[C:5]=1[C:16]1[C:21]([CH3:22])=[CH:20][C:19]([CH3:23])=[CH:18][C:17]=1[CH3:24])[CH3:39], predict the reactants needed to synthesize it. The reactants are: [CH3:1][N:2]([CH3:26])[N:3]1[C:7]2([CH2:12][CH2:11][N:10]([O:13][CH3:14])[CH2:9][CH2:8]2)[C:6](=[O:15])[CH:5]([C:16]2[C:21]([CH3:22])=[CH:20][C:19]([CH3:23])=[CH:18][C:17]=2[CH3:24])[C:4]1=[O:25].C(N(CC)CC)C.Cl[C:35]([O:37][CH2:38][CH3:39])=[O:36].C(=O)(O)[O-].[Na+]. (2) Given the product [C:1]1([CH3:25])[CH:6]=[C:5]([CH3:7])[CH:4]=[C:3]([CH3:8])[C:2]=1[S:9]([N:12]1[CH:16]=[C:15]([CH2:17][NH:29][CH3:28])[N:14]=[C:13]1[C:19]1[CH:24]=[CH:23][CH:22]=[CH:21][CH:20]=1)(=[O:11])=[O:10], predict the reactants needed to synthesize it. The reactants are: [C:1]1([CH3:25])[CH:6]=[C:5]([CH3:7])[CH:4]=[C:3]([CH3:8])[C:2]=1[S:9]([N:12]1[CH:16]=[C:15]([CH:17]=O)[N:14]=[C:13]1[C:19]1[CH:24]=[CH:23][CH:22]=[CH:21][CH:20]=1)(=[O:11])=[O:10].CO.[CH3:28][NH2:29].[BH4-].[Na+].Cl.C(=O)([O-])O.[Na+]. (3) Given the product [CH3:12][N:15]([CH3:16])[C:8]([C:7]1[CH:6]=[C:5]([Cl:11])[N:4]=[N:3][C:2]=1[Cl:1])=[O:9], predict the reactants needed to synthesize it. The reactants are: [Cl:1][C:2]1[N:3]=[N:4][C:5]([Cl:11])=[CH:6][C:7]=1[C:8](O)=[O:9].[CH:12]([NH:15][CH:16](C)C)(C)C.C(Cl)(=O)C(C)(C)C.CNC. (4) Given the product [F:28][C:29]1[CH:38]=[C:37]2[C:32]([CH2:33][CH2:34][CH2:35][N:36]2[C:12]([C:3]2[C:2]([OH:1])=[C:11]3[C:6]([CH:7]=[CH:8][CH:9]=[N:10]3)=[CH:5][CH:4]=2)=[O:14])=[CH:31][CH:30]=1, predict the reactants needed to synthesize it. The reactants are: [OH:1][C:2]1[C:3]([C:12]([OH:14])=O)=[CH:4][CH:5]=[C:6]2[C:11]=1[N:10]=[CH:9][CH:8]=[CH:7]2.N1(C(N2C=CN=C2)=O)C=CN=C1.Cl.[F:28][C:29]1[CH:38]=[C:37]2[C:32]([CH2:33][CH2:34][CH2:35][NH:36]2)=[CH:31][CH:30]=1. (5) Given the product [CH2:1]([O:8][C:9]([N:11]1[CH2:16][C@H:15]([CH3:17])[C:14]([OH:18])([CH3:27])[C@H:13]([NH:19][C:20]([O:22][C:23]([CH3:25])([CH3:24])[CH3:26])=[O:21])[CH2:12]1)=[O:10])[C:2]1[CH:3]=[CH:4][CH:5]=[CH:6][CH:7]=1, predict the reactants needed to synthesize it. The reactants are: [CH2:1]([O:8][C:9]([N:11]1[CH2:16][C@H:15]([CH3:17])[C:14](=[O:18])[C@H:13]([NH:19][C:20]([O:22][C:23]([CH3:26])([CH3:25])[CH3:24])=[O:21])[CH2:12]1)=[O:10])[C:2]1[CH:7]=[CH:6][CH:5]=[CH:4][CH:3]=1.[CH3:27][Mg]Br.CCOCC. (6) Given the product [C:1]([O:5][C:6]([N:8]1[CH2:13][CH2:12][CH:11]([N:14]2[C:18]3[CH:19]=[CH:20][CH:21]=[CH:22][C:17]=3[N:16]([CH2:25][CH2:26][CH2:27][Cl:28])[C:15]2=[O:23])[CH2:10][CH2:9]1)=[O:7])([CH3:4])([CH3:2])[CH3:3], predict the reactants needed to synthesize it. The reactants are: [C:1]([O:5][C:6]([N:8]1[CH2:13][CH2:12][CH:11]([N:14]2[C:18]3[CH:19]=[CH:20][CH:21]=[CH:22][C:17]=3[NH:16][C:15]2=[O:23])[CH2:10][CH2:9]1)=[O:7])([CH3:4])([CH3:3])[CH3:2].Br[CH2:25][CH2:26][CH2:27][Cl:28].C(=O)([O-])[O-].[Cs+].[Cs+]. (7) Given the product [O:1]1[CH2:5][CH2:4][CH2:3][CH:2]1[C:6]1[C:7]([O:12][C:13]2[CH:18]=[CH:17][C:16]([NH:19][C:20]3[CH:25]=[CH:24][CH:23]=[CH:22][N:21]=3)=[CH:15][CH:14]=2)=[N:8][CH:9]=[CH:10][CH:11]=1, predict the reactants needed to synthesize it. The reactants are: [O:1]1[CH:5]=[CH:4][CH2:3][CH:2]1[C:6]1[C:7]([O:12][C:13]2[CH:18]=[CH:17][C:16]([NH:19][C:20]3[CH:25]=[CH:24][CH:23]=[CH:22][N:21]=3)=[CH:15][CH:14]=2)=[N:8][CH:9]=[CH:10][CH:11]=1. (8) Given the product [CH:1]1([C:4]2[CH:12]=[N:11][CH:10]=[C:9]([F:13])[C:5]=2[C:6]([NH:58][C:56](=[NH:57])[C:55]2[CH:54]=[CH:53][N:52]=[C:51]3[NH:47][CH:48]=[CH:49][C:50]=23)=[O:8])[CH2:2][CH2:3]1, predict the reactants needed to synthesize it. The reactants are: [CH:1]1([C:4]2[CH:12]=[N:11][CH:10]=[C:9]([F:13])[C:5]=2[C:6]([OH:8])=O)[CH2:3][CH2:2]1.CN(C(ON1N=NC2C=CC=NC1=2)=[N+](C)C)C.F[P-](F)(F)(F)(F)F.C(N(C(C)C)CC)(C)C.[NH:47]1[C:51]2[N:52]=[CH:53][CH:54]=[C:55]([C:56]([NH2:58])=[NH:57])[C:50]=2[CH:49]=[CH:48]1.C(O)(=O)C. (9) Given the product [Br:1][C:2]1[C:3]([Br:14])=[N:4][CH:5]=[C:6]([CH:12]=1)[C:7]([O:9][CH2:10][CH3:11])=[O:8], predict the reactants needed to synthesize it. The reactants are: [Br:1][C:2]1[C:3](O)=[N:4][CH:5]=[C:6]([CH:12]=1)[C:7]([O:9][CH2:10][CH3:11])=[O:8].[Br:14]P(Br)Br. (10) Given the product [Cl:1][C:2]1[CH:7]=[CH:6][C:5]([NH:8][C:9]([CH:11]2[CH2:16][N:15]([C:17](=[O:29])[C:18]3[CH:23]=[CH:22][CH:21]=[C:20]([C:24]4[O:25][CH:26]=[CH:27][CH:28]=4)[CH:19]=3)[CH2:14][CH2:13][N:12]2[C:31]([NH:30][C:33]2[CH:38]=[CH:37][CH:36]=[CH:35][CH:34]=2)=[O:32])=[O:10])=[CH:4][CH:3]=1, predict the reactants needed to synthesize it. The reactants are: [Cl:1][C:2]1[CH:7]=[CH:6][C:5]([NH:8][C:9]([CH:11]2[CH2:16][N:15]([C:17](=[O:29])[C:18]3[CH:23]=[CH:22][CH:21]=[C:20]([C:24]4[O:25][CH:26]=[CH:27][CH:28]=4)[CH:19]=3)[CH2:14][CH2:13][NH:12]2)=[O:10])=[CH:4][CH:3]=1.[N:30]([C:33]1[CH:38]=[CH:37][CH:36]=[CH:35][CH:34]=1)=[C:31]=[O:32].